From a dataset of CYP3A4 substrate classification data from Carbon-Mangels et al.. Regression/Classification. Given a drug SMILES string, predict its absorption, distribution, metabolism, or excretion properties. Task type varies by dataset: regression for continuous measurements (e.g., permeability, clearance, half-life) or binary classification for categorical outcomes (e.g., BBB penetration, CYP inhibition). Dataset: cyp3a4_substrate_carbonmangels. (1) The compound is COC(=O)C1=C(C)NC(C)=C(C(=O)OC)C1c1ccccc1[N+](=O)[O-]. The result is 1 (substrate). (2) The drug is N[C@@H]1C[C@H]1c1ccccc1. The result is 0 (non-substrate).